From a dataset of Catalyst prediction with 721,799 reactions and 888 catalyst types from USPTO. Predict which catalyst facilitates the given reaction. (1) Reactant: CS(C)=O.N#N.C(Cl)(=O)C(Cl)=O.[Cl:13][C:14]1[CH:15]=[C:16]2[C:21](=[CH:22][CH:23]=1)[C@@:20]1([CH2:29][O:28][C:27]3[CH:30]=[CH:31][C:32]([C:34]([O:36][CH3:37])=[O:35])=[CH:33][C:26]=3[N:25]([CH2:38][C@@H:39]3[CH2:42][CH2:41][C@H:40]3[CH2:43][OH:44])[CH2:24]1)[CH2:19][CH2:18][CH2:17]2.CCN(CC)CC. Product: [Cl:13][C:14]1[CH:15]=[C:16]2[C:21](=[CH:22][CH:23]=1)[C@@:20]1([CH2:29][O:28][C:27]3[CH:30]=[CH:31][C:32]([C:34]([O:36][CH3:37])=[O:35])=[CH:33][C:26]=3[N:25]([CH2:38][C@@H:39]3[CH2:42][CH2:41][C@H:40]3[CH:43]=[O:44])[CH2:24]1)[CH2:19][CH2:18][CH2:17]2. The catalyst class is: 34. (2) Reactant: [CH:1]1([CH:7]([NH:19][C:20]2[CH:21]=[CH:22][C:23]([C:26]([OH:28])=O)=[N:24][CH:25]=2)[C:8]2[O:9][C:10]3[CH:17]=[CH:16][C:15]([F:18])=[CH:14][C:11]=3[C:12]=2[CH3:13])[CH2:6][CH2:5][CH2:4][CH2:3][CH2:2]1.Cl.[CH2:30]([O:32][C:33](=[O:37])[CH2:34][CH2:35][NH2:36])[CH3:31].O.ON1C2C=CC=CC=2N=N1.Cl.C(N=C=NCCCN(C)C)C.[Cl-].[NH4+]. Product: [CH:1]1([CH:7]([NH:19][C:20]2[CH:21]=[CH:22][C:23]([C:26]([NH:36][CH2:35][CH2:34][C:33]([O:32][CH2:30][CH3:31])=[O:37])=[O:28])=[N:24][CH:25]=2)[C:8]2[O:9][C:10]3[CH:17]=[CH:16][C:15]([F:18])=[CH:14][C:11]=3[C:12]=2[CH3:13])[CH2:6][CH2:5][CH2:4][CH2:3][CH2:2]1. The catalyst class is: 289. (3) Reactant: [Cl-].[Cl:2][C:3]1[CH:4]=[C:5]([C:10]2[NH:11][C:12]3[C:17]([CH:18]=2)=[CH:16][C:15]([C:19](OCC)=[NH2+:20])=[CH:14][CH:13]=3)[CH:6]=[C:7]([Cl:9])[CH:8]=1.C(N(CC)CC)C.[NH2:31][C:32]1[CH:37]=[CH:36][CH:35]=[CH:34][CH:33]=1. Product: [Cl:9][C:7]1[CH:6]=[C:5]([C:10]2[NH:11][C:12]3[C:17]([CH:18]=2)=[CH:16][C:15]([C:19](=[NH:20])[NH:31][C:32]2[CH:37]=[CH:36][CH:35]=[CH:34][CH:33]=2)=[CH:14][CH:13]=3)[CH:4]=[C:3]([Cl:2])[CH:8]=1. The catalyst class is: 1.